From a dataset of Reaction yield outcomes from USPTO patents with 853,638 reactions. Predict the reaction yield, written as a fraction of the theoretical maximum amount of product (1.0 means a 100% yield; for example, 0.34 means a 34% yield). (1) The reactants are Br[C:2]1[CH:34]=[N:33][C:5]2[NH:6][C:7]([C:12]3[C:13](=[O:32])[N:14]([CH2:24][C:25]4[CH:30]=[CH:29][C:28]([F:31])=[CH:27][CH:26]=4)[CH:15]4[CH:20]([C:21]=3[OH:22])[CH:19]3[CH2:23][CH:16]4[CH2:17][CH2:18]3)=[N:8][S:9](=[O:11])(=[O:10])[C:4]=2[CH:3]=1.C([O-])=O.[NH4+].C(OCC)(=O)C. The catalyst is CO.[Pd]. The product is [O:11]=[S:9]1(=[O:10])[C:4]2[CH:3]=[CH:2][CH:34]=[N:33][C:5]=2[NH:6][C:7]([C:12]2[C:13](=[O:32])[N:14]([CH2:24][C:25]3[CH:26]=[CH:27][C:28]([F:31])=[CH:29][CH:30]=3)[C@@H:15]3[C@H:20]([C:21]=2[OH:22])[C@@H:19]2[CH2:23][C@H:16]3[CH2:17][CH2:18]2)=[N:8]1. The yield is 0.740. (2) The reactants are Br[C:2]1[C:7](=[O:8])[N:6]([CH2:9][C:10]2[CH:15]=[CH:14][C:13]([C:16]3[C:17]([C:22]#[N:23])=[CH:18][CH:19]=[CH:20][CH:21]=3)=[CH:12][CH:11]=2)[C:5]([CH2:24][CH2:25][CH3:26])=[N:4][C:3]=1[CH2:27][CH3:28].[F:29][C:30]1[CH:31]=[C:32](B(O)O)[CH:33]=[CH:34][C:35]=1[O:36][CH:37]([CH3:39])[CH3:38].C(=O)([O-])[O-].[Cs+].[Cs+]. The catalyst is O1CCOCC1.C(OCC)(=O)C.C1C=CC(P(C2C=CC=CC=2)[C-]2C=CC=C2)=CC=1.C1C=CC(P(C2C=CC=CC=2)[C-]2C=CC=C2)=CC=1.Cl[Pd]Cl.[Fe+2]. The product is [CH2:27]([C:3]1[N:4]=[C:5]([CH2:24][CH2:25][CH3:26])[N:6]([CH2:9][C:10]2[CH:11]=[CH:12][C:13]([C:16]3[C:17]([C:22]#[N:23])=[CH:18][CH:19]=[CH:20][CH:21]=3)=[CH:14][CH:15]=2)[C:7](=[O:8])[C:2]=1[C:32]1[CH:33]=[CH:34][C:35]([O:36][CH:37]([CH3:38])[CH3:39])=[C:30]([F:29])[CH:31]=1)[CH3:28]. The yield is 0.910.